This data is from Catalyst prediction with 721,799 reactions and 888 catalyst types from USPTO. The task is: Predict which catalyst facilitates the given reaction. (1) Reactant: [CH3:1][O:2][C:3]1[CH:4]=[C:5]([C:13]2[CH:21]=[C:20]3[C:16]([C:17]([CH:22]=O)=[N:18][NH:19]3)=[CH:15][CH:14]=2)[CH:6]=[CH:7][C:8]=1[O:9][CH2:10][O:11][CH3:12].C(O)(=O)C.[NH2:28][C:29]1[CH:34]=[CH:33][CH:32]=[CH:31][C:30]=1[NH2:35]. Product: [NH:28]1[C:29]2[CH:34]=[CH:33][CH:32]=[CH:31][C:30]=2[N:35]=[C:22]1[C:17]1[C:16]2[C:20](=[CH:21][C:13]([C:5]3[CH:6]=[CH:7][C:8]([O:9][CH2:10][O:11][CH3:12])=[C:3]([O:2][CH3:1])[CH:4]=3)=[CH:14][CH:15]=2)[NH:19][N:18]=1. The catalyst class is: 40. (2) Reactant: [N:1]1([C:5]([CH:7]2[CH2:12][CH2:11][N:10]([CH:13]3[CH2:16][N:15](C(C4C=CC=CC=4)C4C=CC=CC=4)[CH2:14]3)[CH2:9][CH2:8]2)=[O:6])[CH2:4][CH2:3][CH2:2]1.C([O-])=O.[NH4+]. Product: [NH:15]1[CH2:14][CH:13]([N:10]2[CH2:11][CH2:12][CH:7]([C:5]([N:1]3[CH2:2][CH2:3][CH2:4]3)=[O:6])[CH2:8][CH2:9]2)[CH2:16]1. The catalyst class is: 261. (3) Reactant: C([O:4][C:5]1[CH:6]=[C:7]([C:11]23[CH2:20][CH:15]([CH2:16][CH:17]([NH2:19])[CH2:18]2)[N:14]([CH2:21][CH2:22][CH2:23][C:24]2[CH:29]=[CH:28][CH:27]=[CH:26][CH:25]=2)[CH2:13][CH:12]3[CH3:30])[CH:8]=[CH:9][CH:10]=1)(C)C.Br.[OH-].[Na+]. Product: [NH2:19][C@H:17]1[CH2:16][C@H:15]2[CH2:20][C@:11]([C:7]3[CH:6]=[C:5]([OH:4])[CH:10]=[CH:9][CH:8]=3)([C@H:12]([CH3:30])[CH2:13][N:14]2[CH2:21][CH2:22][CH2:23][C:24]2[CH:25]=[CH:26][CH:27]=[CH:28][CH:29]=2)[CH2:18]1. The catalyst class is: 15. (4) Reactant: CC1[CH:3]=[C:4]([C:7]2[C:8]([C:24]3[CH:29]=[CH:28][CH:27]=[CH:26][CH:25]=3)=[C:9]([C:13]([CH:15]([C:17]3[CH:22]=[CH:21][C:20]([F:23])=[CH:19][CH:18]=3)[OH:16])=[O:14])[CH:10]=[CH:11][CH:12]=2)SC=1.O[O:31][S:32]([O-:34])=O.[K+].O1[CH2:40][CH2:39][CH2:38][CH2:37]1.O.[CH3:42]O. Product: [CH3:42][S:32]([C:38]1[CH:39]=[CH:40][C:4]([C:7]2[C:8]([C:24]3[CH:25]=[CH:26][CH:27]=[CH:28][CH:29]=3)=[C:9]([C:13]([CH:15]([C:17]3[CH:22]=[CH:21][C:20]([F:23])=[CH:19][CH:18]=3)[OH:16])=[O:14])[CH:10]=[CH:11][CH:12]=2)=[CH:3][CH:37]=1)(=[O:34])=[O:31]. The catalyst class is: 2. (5) Reactant: [C:1]([N:4]1[C:13]2[C:8](=[CH:9][C:10]([C:14]([OH:16])=O)=[CH:11][CH:12]=2)[C@H:7]([NH:17][C:18]([O:20][CH2:21][C:22]2[CH:27]=[CH:26][CH:25]=[CH:24][CH:23]=2)=[O:19])[C@@H:6]([CH3:28])[C@@H:5]1[CH2:29][CH3:30])(=[O:3])[CH3:2].S(Cl)(Cl)=O.CCN(C(C)C)C(C)C.[Si:44]([O:51][CH2:52][CH2:53][NH2:54])([C:47]([CH3:50])([CH3:49])[CH3:48])([CH3:46])[CH3:45]. Product: [C:1]([N:4]1[C:13]2[C:8](=[CH:9][C:10]([C:14](=[O:16])[NH:54][CH2:53][CH2:52][O:51][Si:44]([C:47]([CH3:50])([CH3:49])[CH3:48])([CH3:46])[CH3:45])=[CH:11][CH:12]=2)[C@H:7]([NH:17][C:18](=[O:19])[O:20][CH2:21][C:22]2[CH:27]=[CH:26][CH:25]=[CH:24][CH:23]=2)[C@@H:6]([CH3:28])[C@@H:5]1[CH2:29][CH3:30])(=[O:3])[CH3:2]. The catalyst class is: 643. (6) Reactant: [K+].[Br-].[I:3][C:4]1[CH:5]=[C:6]2[C:11](=[CH:12][CH:13]=1)[N:10]=[C:9]([C:14](OCC)=O)[CH:8]=[CH:7]2.C(N(CC)CCN[C:25](C1N=C2C=CC=CN2C=1)=[O:26])C.Cl.C(N(CC)CCNC(C1NC2C(C=1)=[CH:53][C:52]([I:56])=[CH:51]C=2)=O)C.C(N(CC)CCN[C:65](C1N=C2C=CC=CN2C=1[Sn](CCCC)(CCCC)CCCC)=[O:66])C. Product: [I:56][C:52]1[CH:51]=[CH:14][C:9]2[C:8](=[C:7]([C:65]([O:26][CH3:25])=[O:66])[C:6]3[C:11]([N:10]=2)=[CH:12][CH:13]=[C:4]([I:3])[CH:5]=3)[CH:53]=1. The catalyst class is: 4. (7) Reactant: [CH2:1](Br)[C:2]1[CH:7]=[CH:6][CH:5]=[CH:4][CH:3]=1.[N-:9]=[N+:10]=[N-:11].[Na+]. Product: [N:9]([CH2:1][C:2]1[CH:7]=[CH:6][CH:5]=[CH:4][CH:3]=1)=[N+:10]=[N-:11]. The catalyst class is: 35. (8) Reactant: [CH2:1]([S-:3])[CH3:2].[Na+].ClC1C=CC(N[C:11]2[C:20]3[C:15](=[CH:16][C:17]([O:23][CH2:24][CH2:25][CH2:26]Cl)=[C:18]([O:21][CH3:22])[CH:19]=3)[N:14]=[CH:13][N:12]=2)=C(F)C=1. Product: [CH2:1]([S:3][CH2:26][CH2:25][CH2:24][O:23][C:17]1[CH:16]=[C:15]2[C:20]([CH:11]=[N:12][CH:13]=[N:14]2)=[CH:19][C:18]=1[O:21][CH3:22])[CH3:2]. The catalyst class is: 18. (9) Reactant: [CH3:1][C:2]1([CH3:24])[S:6][C@@H:5]2[C@H:7]([NH:10][C:11]([CH2:13][O:14][C:15]3[CH:16]=[CH:17][CH:18]=[CH:19][CH:20]=3)=[O:12])[C:8](=[O:9])[N:4]2[C@H:3]1[C:21]([OH:23])=[O:22].[CH3:25]I. Product: [CH3:1][C:2]1([CH3:24])[S:6][C@H:5]2[N:4]([C:8](=[O:9])[C@H:7]2[NH:10][C:11](=[O:12])[CH2:13][O:14][C:15]2[CH:16]=[CH:17][CH:18]=[CH:19][CH:20]=2)[C@H:3]1[C:21]([O:23][CH3:25])=[O:22]. The catalyst class is: 9.